Dataset: Forward reaction prediction with 1.9M reactions from USPTO patents (1976-2016). Task: Predict the product of the given reaction. (1) Given the reactants Cl.Cl[CH2:3][C:4]1[CH:13]=[CH:12][C:11]2[C:6](=[CH:7][CH:8]=[CH:9][CH:10]=2)[N:5]=1.C([O-])(O)=O.[Na+].[C-:19]#[N:20].[K+], predict the reaction product. The product is: [N:5]1[C:6]2[C:11](=[CH:10][CH:9]=[CH:8][CH:7]=2)[CH:12]=[CH:13][C:4]=1[CH2:3][C:19]#[N:20]. (2) Given the reactants [CH:1]([NH:3][C:4]1[CH:5]=[C:6]([CH:11]([OH:37])[CH2:12][NH:13][C@H:14]([CH3:36])[CH2:15][CH2:16][CH2:17][CH2:18][CH2:19][CH2:20][CH2:21][CH2:22][CH2:23][CH2:24][NH:25]C(=O)OCC2C=CC=CC=2)[CH:7]=[CH:8][C:9]=1[OH:10])=[O:2].[H][H], predict the reaction product. The product is: [NH2:25][CH2:24][CH2:23][CH2:22][CH2:21][CH2:20][CH2:19][CH2:18][CH2:17][CH2:16][CH2:15][CH:14]([NH:13][CH2:12][C@@H:11]([C:6]1[CH:7]=[CH:8][C:9]([OH:10])=[C:4]([NH:3][CH:1]=[O:2])[CH:5]=1)[OH:37])[CH3:36]. (3) Given the reactants Cl[CH2:2][C:3]([NH:5][C:6]1[CH:25]=[CH:24][C:9]2[N:10]=[C:11]([NH:14][C@H:15]3[C:23]4[C:18](=[CH:19][CH:20]=[CH:21][CH:22]=4)[CH2:17][CH2:16]3)[O:12][CH2:13][C:8]=2[CH:7]=1)=[O:4].Cl.[F:27][C:28]([F:37])([F:36])[CH2:29][N:30]1[CH2:35][CH2:34][NH:33][CH2:32][CH2:31]1.C(N(C(C)C)CC)(C)C, predict the reaction product. The product is: [C@H:15]1([NH:14][C:11]2[O:12][CH2:13][C:8]3[CH:7]=[C:6]([NH:5][C:3](=[O:4])[CH2:2][N:33]4[CH2:32][CH2:31][N:30]([CH2:29][C:28]([F:36])([F:37])[F:27])[CH2:35][CH2:34]4)[CH:25]=[CH:24][C:9]=3[N:10]=2)[C:23]2[C:18](=[CH:19][CH:20]=[CH:21][CH:22]=2)[CH2:17][CH2:16]1.